This data is from NCI-60 drug combinations with 297,098 pairs across 59 cell lines. The task is: Regression. Given two drug SMILES strings and cell line genomic features, predict the synergy score measuring deviation from expected non-interaction effect. (1) Drug 1: C1=CC(=CC=C1CCCC(=O)O)N(CCCl)CCCl. Drug 2: CC1=C2C(C(=O)C3(C(CC4C(C3C(C(C2(C)C)(CC1OC(=O)C(C(C5=CC=CC=C5)NC(=O)OC(C)(C)C)O)O)OC(=O)C6=CC=CC=C6)(CO4)OC(=O)C)O)C)O. Cell line: IGROV1. Synergy scores: CSS=37.3, Synergy_ZIP=-6.96, Synergy_Bliss=-2.30, Synergy_Loewe=-2.73, Synergy_HSA=1.89. (2) Synergy scores: CSS=52.9, Synergy_ZIP=3.03, Synergy_Bliss=8.69, Synergy_Loewe=1.98, Synergy_HSA=9.99. Cell line: SK-MEL-28. Drug 2: CCN(CC)CCCC(C)NC1=C2C=C(C=CC2=NC3=C1C=CC(=C3)Cl)OC. Drug 1: CCC1=CC2CC(C3=C(CN(C2)C1)C4=CC=CC=C4N3)(C5=C(C=C6C(=C5)C78CCN9C7C(C=CC9)(C(C(C8N6C)(C(=O)OC)O)OC(=O)C)CC)OC)C(=O)OC.C(C(C(=O)O)O)(C(=O)O)O. (3) Drug 1: CC1CCC2CC(C(=CC=CC=CC(CC(C(=O)C(C(C(=CC(C(=O)CC(OC(=O)C3CCCCN3C(=O)C(=O)C1(O2)O)C(C)CC4CCC(C(C4)OC)O)C)C)O)OC)C)C)C)OC. Drug 2: C1CC(=O)NC(=O)C1N2C(=O)C3=CC=CC=C3C2=O. Cell line: NCI-H226. Synergy scores: CSS=6.53, Synergy_ZIP=-0.928, Synergy_Bliss=1.99, Synergy_Loewe=-5.05, Synergy_HSA=0.997. (4) Drug 1: C1CCC(C1)C(CC#N)N2C=C(C=N2)C3=C4C=CNC4=NC=N3. Drug 2: C1=CC(=CC=C1CCCC(=O)O)N(CCCl)CCCl. Cell line: IGROV1. Synergy scores: CSS=33.0, Synergy_ZIP=-2.44, Synergy_Bliss=0.708, Synergy_Loewe=1.83, Synergy_HSA=3.24. (5) Synergy scores: CSS=13.6, Synergy_ZIP=-7.16, Synergy_Bliss=-5.67, Synergy_Loewe=-1.59, Synergy_HSA=-1.19. Cell line: UO-31. Drug 1: CC1OCC2C(O1)C(C(C(O2)OC3C4COC(=O)C4C(C5=CC6=C(C=C35)OCO6)C7=CC(=C(C(=C7)OC)O)OC)O)O. Drug 2: C1CC(C1)(C(=O)O)C(=O)O.[NH2-].[NH2-].[Pt+2].